This data is from Reaction yield outcomes from USPTO patents with 853,638 reactions. The task is: Predict the reaction yield, written as a fraction of the theoretical maximum amount of product (1.0 means a 100% yield; for example, 0.34 means a 34% yield). (1) The reactants are C(O[C@@H]1[C@@H](OC(=O)C)[C@H](OC(=O)C)[C@@H](O/C(/C(OCC)=O)=C\C2C=CC=CC=2[F:28])O[C@H]1COC(=O)C)(=O)C.Br[C:40]1[CH:41]=[C:42]([CH2:46][C:47](=[O:53])[C:48]([O:50][CH2:51][CH3:52])=[O:49])[CH:43]=[CH:44][CH:45]=1.[H-].[Na+].[Br-].[C:57]([O:60][C@@H:61]1[C@@H:67]([O:68][C:69](=[O:71])[CH3:70])[C@@H:66]([O:72][C:73](=[O:75])[CH3:74])[C@@H:65]([CH2:76][O:77][C:78](=[O:80])[CH3:79])[O:64][C@@H:62]1O)(=[O:59])[CH3:58]. No catalyst specified. The product is [C:73]([O:72][C@H:66]1[C@@H:67]([O:68][C:69](=[O:71])[CH3:70])[C@H:61]([O:60][C:57](=[O:59])[CH3:58])[C@@H:62]([O:53]/[C:47](/[C:48]([O:50][CH2:51][CH3:52])=[O:49])=[CH:46]\[C:42]2[CH:43]=[CH:44][CH:45]=[C:40]([F:28])[CH:41]=2)[O:64][C@H:65]1[CH2:76][O:77][C:78](=[O:80])[CH3:79])(=[O:75])[CH3:74]. The yield is 0.240. (2) The catalyst is CO. The yield is 0.950. The reactants are [O:1]=[S:2]1(=[O:47])[CH2:7][CH2:6][N:5]([CH2:8][C:9]2[CH:14]=[CH:13][C:12]([NH:15][C:16]([C:18]3[CH:23]=[CH:22][C:21]([C:24]4[CH:29]=[CH:28][C:27]([C:30]5[N:31]=[C:32]([C@@H:35]6[CH2:39][CH2:38][CH2:37][N:36]6C(OC(C)(C)C)=O)[NH:33][CH:34]=5)=[CH:26][CH:25]=4)=[CH:20][CH:19]=3)=[O:17])=[CH:11][CH:10]=2)[CH2:4][CH2:3]1.Cl.[OH-].[Na+]. The product is [O:47]=[S:2]1(=[O:1])[CH2:7][CH2:6][N:5]([CH2:8][C:9]2[CH:10]=[CH:11][C:12]([NH:15][C:16](=[O:17])[C:18]3[CH:19]=[CH:20][C:21]([C:24]4[CH:25]=[CH:26][C:27]([C:30]5[NH:31][C:32]([C@@H:35]6[CH2:39][CH2:38][CH2:37][NH:36]6)=[N:33][CH:34]=5)=[CH:28][CH:29]=4)=[CH:22][CH:23]=3)=[CH:13][CH:14]=2)[CH2:4][CH2:3]1. (3) The reactants are NCC1C=C(NC(=O)N(CCC2C=CC(C(NC3C=C4C(=CC=3)C(N(C(OC(C)(C)C)=O)C(OC(C)(C)C)=O)=NC=C4)C(O)=O)=CC=2)C)C=CC=1S(CC)(=O)=O.[C:57]([O:61][C:62]([N:64]([C:101]([O:103][C:104]([CH3:107])([CH3:106])[CH3:105])=[O:102])[C:65]1[CH:74]=[CH:73][CH:72]=[C:71]2[C:66]=1[CH:67]=[CH:68][C:69]([NH:75][CH:76]([C:80]1[CH:85]=[CH:84][C:83]([CH2:86][CH2:87][O:88][C:89](=[O:99])[NH:90][C:91]3[CH:96]=[CH:95][CH:94]=[C:93]([C:97]#[N:98])[CH:92]=3)=[C:82]([CH3:100])[CH:81]=1)[C:77]([OH:79])=[O:78])=[CH:70]2)=[O:63])([CH3:60])([CH3:59])[CH3:58]. No catalyst specified. The product is [NH2:98][CH2:97][C:93]1[CH:92]=[C:91]([NH:90][C:89]([O:88][CH2:87][CH2:86][C:83]2[CH:84]=[CH:85][C:80]([CH:76]([NH:75][C:69]3[CH:68]=[CH:67][C:66]4[C:71](=[CH:72][CH:73]=[CH:74][C:65]=4[N:64]([C:101]([O:103][C:104]([CH3:107])([CH3:106])[CH3:105])=[O:102])[C:62]([O:61][C:57]([CH3:60])([CH3:59])[CH3:58])=[O:63])[CH:70]=3)[C:77]([OH:79])=[O:78])=[CH:81][C:82]=2[CH3:100])=[O:99])[CH:96]=[CH:95][CH:94]=1. The yield is 0.450. (4) The reactants are [CH3:1][C:2]([C:4]1[CH:9]=[CH:8][CH:7]=[C:6]([C:10]([F:13])([F:12])[F:11])[CH:5]=1)=[O:3].Br.[OH2:15]. The catalyst is CS(C)=O. The product is [O:3]=[C:2]([C:4]1[CH:9]=[CH:8][CH:7]=[C:6]([C:10]([F:11])([F:12])[F:13])[CH:5]=1)[CH:1]=[O:15]. The yield is 1.28. (5) The reactants are [NH2:1][C:2]([CH3:55])([CH3:54])[CH2:3][CH2:4][CH2:5][N:6]1[C:14]2[C:9](=[CH:10][C:11]([O:15][CH:16]([F:18])[F:17])=[CH:12][CH:13]=2)[C:8]([C:19]2[N:24]=[C:23]3[C:25]([C:47]([NH:49][C:50]([CH3:53])([CH3:52])[CH3:51])=[O:48])=[CH:26][N:27](C(C4C=CC=CC=4)(C4C=CC=CC=4)C4C=CC=CC=4)[C:22]3=[N:21][CH:20]=2)=[N:7]1.[F:56][C:57]([F:62])([F:61])[C:58]([OH:60])=[O:59]. The catalyst is ClCCl. The product is [F:56][C:57]([F:62])([F:61])[C:58]([OH:60])=[O:59].[NH2:1][C:2]([CH3:55])([CH3:54])[CH2:3][CH2:4][CH2:5][N:6]1[C:14]2[C:9](=[CH:10][C:11]([O:15][CH:16]([F:18])[F:17])=[CH:12][CH:13]=2)[C:8]([C:19]2[N:24]=[C:23]3[C:25]([C:47]([NH:49][C:50]([CH3:53])([CH3:52])[CH3:51])=[O:48])=[CH:26][NH:27][C:22]3=[N:21][CH:20]=2)=[N:7]1. The yield is 0.340. (6) The reactants are C[O:2][C:3]([C:5]1[N:6]([CH2:31][CH:32]=O)[CH:7]=[C:8]([C:20](=[O:30])[NH:21][CH2:22][C:23]2[CH:28]=[CH:27][C:26]([F:29])=[CH:25][CH:24]=2)[C:9](=[O:19])[C:10]=1[O:11][CH2:12][C:13]1[CH:18]=[CH:17][CH:16]=[CH:15][CH:14]=1)=O.[NH2:34][C@H:35]([CH3:43])[CH2:36][CH2:37][NH:38][CH2:39][CH:40]([CH3:42])[CH3:41].C(O)(=O)C. The catalyst is ClCCl. The product is [F:29][C:26]1[CH:25]=[CH:24][C:23]([CH2:22][NH:21][C:20]([C:8]2[C:9](=[O:19])[C:10]([O:11][CH2:12][C:13]3[CH:18]=[CH:17][CH:16]=[CH:15][CH:14]=3)=[C:5]3[C:3](=[O:2])[N:34]4[C@H:35]([CH3:43])[CH2:36][CH2:37][N:38]([CH2:39][CH:40]([CH3:42])[CH3:41])[C@H:32]4[CH2:31][N:6]3[CH:7]=2)=[O:30])=[CH:28][CH:27]=1. The yield is 0.600. (7) The reactants are [CH3:1][C:2]1[C:6]2[C:7](=[O:19])[N:8]([CH2:11][CH2:12][N:13]3[CH2:18][CH2:17][O:16][CH2:15][CH2:14]3)[CH2:9][CH2:10][C:5]=2[NH:4][C:3]=1[CH:20]=O.[NH:22]1[CH2:27][CH2:26][CH:25]([C:28]2[CH:36]=[CH:35][CH:34]=[C:33]3[C:29]=2[CH2:30][C:31](=[O:37])[NH:32]3)[CH2:24][CH2:23]1. No catalyst specified. The product is [CH3:1][C:2]1[C:6]2[C:7](=[O:19])[N:8]([CH2:11][CH2:12][N:13]3[CH2:14][CH2:15][O:16][CH2:17][CH2:18]3)[CH2:9][CH2:10][C:5]=2[NH:4][C:3]=1[CH:20]=[C:30]1[C:29]2[C:33](=[CH:34][CH:35]=[CH:36][C:28]=2[CH:25]2[CH2:24][CH2:23][NH:22][CH2:27][CH2:26]2)[NH:32][C:31]1=[O:37]. The yield is 0.429.